This data is from Forward reaction prediction with 1.9M reactions from USPTO patents (1976-2016). The task is: Predict the product of the given reaction. (1) Given the reactants [C:1]1([CH:7]2[CH2:11][CH2:10][CH2:9][C:8]2=[O:12])[CH:6]=[CH:5][CH:4]=[CH:3][CH:2]=1.[C:13](Cl)([N:15]=[C:16]=[O:17])=[O:14], predict the reaction product. The product is: [C:1]1([CH:7]2[C:8]3[O:12][C:16](=[O:17])[NH:15][C:13](=[O:14])[C:9]=3[CH2:10][CH2:11]2)[CH:6]=[CH:5][CH:4]=[CH:3][CH:2]=1. (2) Given the reactants [CH3:1][C:2]([CH3:33])([CH3:32])[C:3]#[C:4][C:5]1[S:9][C:8]([C:10]([OH:12])=[O:11])=[C:7]([N:13]([CH:23]2[CH2:28][CH2:27][P:26]([O:30]C)(=[O:29])[CH2:25][CH2:24]2)[C:14]([C@H:16]2[CH2:21][CH2:20][C@H:19]([CH3:22])[CH2:18][CH2:17]2)=[O:15])[CH:6]=1.C[Si](Br)(C)C, predict the reaction product. The product is: [CH3:32][C:2]([CH3:1])([CH3:33])[C:3]#[C:4][C:5]1[S:9][C:8]([C:10]([OH:12])=[O:11])=[C:7]([N:13]([CH:23]2[CH2:24][CH2:25][P:26]([OH:30])(=[O:29])[CH2:27][CH2:28]2)[C:14]([C@H:16]2[CH2:21][CH2:20][C@H:19]([CH3:22])[CH2:18][CH2:17]2)=[O:15])[CH:6]=1. (3) Given the reactants C(OC([N:8]1[C:16]2[C:11](=[CH:12][CH:13]=[C:14]([Cl:17])[CH:15]=2)/[C:10](=[CH:18]/[C:19]2[CH:24]=[C:23]([Cl:25])[CH:22]=[CH:21][C:20]=2[O:26][C:27]([C:34]([O:36][CH2:37][CH3:38])=[O:35])([CH2:31][CH2:32][CH3:33])[CH2:28][CH2:29][CH3:30])/[C:9]1=[O:39])=O)(C)(C)C.[F:40][C:41]1[CH:42]=[CH:43][C:44]([CH3:56])=[C:45]([CH:47]=[N:48][C:49]([O:51][Si](C)(C)C)=[CH2:50])[CH:46]=1, predict the reaction product. The product is: [Cl:25][C:23]1[CH:22]=[CH:21][C:20]([O:26][C:27]([C:34]([O:36][CH2:37][CH3:38])=[O:35])([CH2:28][CH2:29][CH3:30])[CH2:31][CH2:32][CH3:33])=[C:19]([CH:18]2[CH2:51][C:49](=[O:50])[NH:48][CH:47]([C:45]3[CH:46]=[C:41]([F:40])[CH:42]=[CH:43][C:44]=3[CH3:56])[C:10]32[C:11]2[C:16](=[CH:15][C:14]([Cl:17])=[CH:13][CH:12]=2)[NH:8][C:9]3=[O:39])[CH:24]=1. (4) Given the reactants [CH:1]([C:4]1[S:13][C:12]2[NH:11][C:10]3[CH:14]=[CH:15][CH:16]=[CH:17][C:9]=3[NH:8][C:7](=S)[C:6]=2[N:5]=1)([CH3:3])[CH3:2].O(C)S(C(F)(F)F)(=O)=O.[CH3:28][O:29][CH2:30][CH2:31][CH2:32][C@H:33]1[CH2:38][NH:37][CH2:36][CH2:35][NH:34]1.N1C=CC=CC=1, predict the reaction product. The product is: [CH3:28][O:29][CH2:30][CH2:31][CH2:32][C@@H:33]1[NH:34][CH2:35][CH2:36][N:37]([C:7]2[C:6]3[N:5]=[C:4]([CH:1]([CH3:3])[CH3:2])[S:13][C:12]=3[NH:11][C:10]3[CH:14]=[CH:15][CH:16]=[CH:17][C:9]=3[N:8]=2)[CH2:38]1. (5) Given the reactants [NH2:1][CH:2]1[CH2:7][CH2:6][N:5]([CH2:8][C:9]2([OH:23])[C:19]3=[C:20]4[C:15](=[CH:16][CH:17]=[C:18]3[F:21])[CH:14]=[CH:13][C:12](=[O:22])[N:11]4[CH2:10]2)[CH2:4][CH2:3]1.NC1CCN(CC2C3=C4C(=CC=C3F)C=CC(=O)N4C2)CC1.[N:46]1[C:51]2[O:52][CH2:53][CH2:54][CH2:55][C:50]=2[CH:49]=[C:48]([CH:56]=O)[N:47]=1.C(O[BH-](OC(=O)C)OC(=O)C)(=O)C.[Na+], predict the reaction product. The product is: [N:46]1[C:51]2[O:52][CH2:53][CH2:54][CH2:55][C:50]=2[CH:49]=[C:48]([CH2:56][NH:1][CH:2]2[CH2:3][CH2:4][N:5]([CH2:8][C:9]3([OH:23])[C:19]4=[C:20]5[C:15](=[CH:16][CH:17]=[C:18]4[F:21])[CH:14]=[CH:13][C:12](=[O:22])[N:11]5[CH2:10]3)[CH2:6][CH2:7]2)[N:47]=1. (6) Given the reactants [CH3:1][C:2]1[C:7]([C:8](=[O:21])[CH2:9][O:10][C:11]2[CH:16]=[CH:15][C:14]([CH2:17][C:18]([OH:20])=O)=[CH:13][CH:12]=2)=[CH:6][CH:5]=[CH:4][N:3]=1.C(Cl)CCl.C1C=CC2N(O)N=NC=2C=1.[CH3:36][C:37]1[CH:42]=[C:41]([CH3:43])[CH:40]=[CH:39][C:38]=1[CH:44]([C:46]1[CH:51]=[CH:50][CH:49]=[CH:48][CH:47]=1)[NH2:45], predict the reaction product. The product is: [CH3:36][C:37]1[CH:42]=[C:41]([CH3:43])[CH:40]=[CH:39][C:38]=1[CH:44]([C:46]1[CH:51]=[CH:50][CH:49]=[CH:48][CH:47]=1)[NH:45][C:18](=[O:20])[CH2:17][C:14]1[CH:13]=[CH:12][C:11]([O:10][CH2:9][C:8]([C:7]2[C:2]([CH3:1])=[N:3][CH:4]=[CH:5][CH:6]=2)=[O:21])=[CH:16][CH:15]=1.